This data is from Catalyst prediction with 721,799 reactions and 888 catalyst types from USPTO. The task is: Predict which catalyst facilitates the given reaction. (1) Reactant: [Cl:1][C:2]1[CH:3]=[C:4]2[C:9](=[CH:10][CH:11]=1)[CH:8]=[C:7]([S:12]([CH2:15][CH2:16][C:17]([N:19]1[CH2:24][CH2:23][CH:22]([CH2:25][C:26]([C:28]3[N:29]=[CH:30][NH:31][CH:32]=3)=[O:27])[CH2:21][CH2:20]1)=[O:18])(=[O:14])=[O:13])[CH:6]=[CH:5]2.[BH4-].[Na+].Cl. Product: [Cl:1][C:2]1[CH:3]=[C:4]2[C:9](=[CH:10][CH:11]=1)[CH:8]=[C:7]([S:12]([CH2:15][CH2:16][C:17]([N:19]1[CH2:24][CH2:23][CH:22]([CH2:25][CH:26]([C:28]3[N:29]=[CH:30][NH:31][CH:32]=3)[OH:27])[CH2:21][CH2:20]1)=[O:18])(=[O:13])=[O:14])[CH:6]=[CH:5]2. The catalyst class is: 5. (2) Reactant: [F:1][C:2]1[CH:7]=[CH:6][C:5]([S:8](Cl)(=[O:10])=[O:9])=[CH:4][CH:3]=1.[NH2:12][C:13]1[CH:14]=[C:15]2[C:19](=[CH:20][CH:21]=1)[N:18]([CH3:22])[CH:17]=[C:16]2[CH:23]1[CH2:28][CH2:27][N:26]([C:29]([O:31][C:32]([CH3:35])([CH3:34])[CH3:33])=[O:30])[CH2:25][CH2:24]1.N1C=CC=CC=1.O. Product: [F:1][C:2]1[CH:7]=[CH:6][C:5]([S:8]([NH:12][C:13]2[CH:14]=[C:15]3[C:19](=[CH:20][CH:21]=2)[N:18]([CH3:22])[CH:17]=[C:16]3[CH:23]2[CH2:24][CH2:25][N:26]([C:29]([O:31][C:32]([CH3:35])([CH3:34])[CH3:33])=[O:30])[CH2:27][CH2:28]2)(=[O:10])=[O:9])=[CH:4][CH:3]=1. The catalyst class is: 4. (3) Reactant: [CH3:1][C:2]1[CH:7]=[C:6]([CH3:8])[NH:5][C:4](=[O:9])[C:3]=1[CH2:10][NH:11][C:12]([C:14]1[C:15]([CH3:38])=[C:16]([N:19]2[CH2:24][CH2:23][CH2:22][CH2:21][CH:20]2[CH:25]2[CH2:30][CH2:29][N:28](C(OC(C)(C)C)=O)[CH2:27][CH2:26]2)[S:17][CH:18]=1)=[O:13].C(O)(C(F)(F)F)=O. Product: [N:19]1([C:16]2[S:17][CH:18]=[C:14]([C:12]([NH:11][CH2:10][C:3]3[C:4](=[O:9])[NH:5][C:6]([CH3:8])=[CH:7][C:2]=3[CH3:1])=[O:13])[C:15]=2[CH3:38])[CH2:24][CH2:23][CH2:22][CH2:21][CH:20]1[CH:25]1[CH2:30][CH2:29][NH:28][CH2:27][CH2:26]1. The catalyst class is: 2. (4) The catalyst class is: 12. Product: [Cl:23][C:22]1[C:17]([N:13]([CH2:12][CH2:11][CH2:10][CH2:9][O:8][CH2:7][C:6]([OH:36])=[O:5])[CH:14]([CH3:16])[CH3:15])=[N:18][C:19]([C:30]2[CH:35]=[CH:34][CH:33]=[CH:32][CH:31]=2)=[C:20]([C:24]2[CH:25]=[CH:26][CH:27]=[CH:28][CH:29]=2)[N:21]=1. Reactant: C([O:5][C:6](=[O:36])[CH2:7][O:8][CH2:9][CH2:10][CH2:11][CH2:12][N:13]([C:17]1[C:22]([Cl:23])=[N:21][C:20]([C:24]2[CH:29]=[CH:28][CH:27]=[CH:26][CH:25]=2)=[C:19]([C:30]2[CH:35]=[CH:34][CH:33]=[CH:32][CH:31]=2)[N:18]=1)[CH:14]([CH3:16])[CH3:15])(C)(C)C.Cl.[OH-].[Na+]. (5) Reactant: [N:1]([CH2:4][C:5]([C:8]1[CH:13]=[CH:12][C:11]([Cl:14])=[CH:10][N:9]=1)([F:7])[F:6])=[N+]=[N-].C1(P(C2C=CC=CC=2)C2C=CC=CC=2)C=CC=CC=1.[OH-].[NH4+].[OH-].[Na+]. Product: [F:7][C:5]([F:6])([C:8]1[CH:13]=[CH:12][C:11]([Cl:14])=[CH:10][N:9]=1)[CH2:4][NH2:1]. The catalyst class is: 1. (6) Reactant: [OH:1][C:2]1[CH:10]=[CH:9][C:5]([C:6]([OH:8])=[O:7])=[CH:4][CH:3]=1.[OH:11][C:12]1[CH:19]=[CH:18][C:15](C=O)=[CH:14][CH:13]=1.OOS([O-])=O.[K+].CC[O:28][C:29](C)=[O:30]. Product: [OH:1][C:2]1[CH:10]=[CH:9][C:5]([C:6]([OH:8])=[O:7])=[CH:4][CH:3]=1.[CH:29]([O:30][C:15]1[CH:14]=[CH:13][C:12]([OH:11])=[CH:19][CH:18]=1)=[O:28]. The catalyst class is: 3.